From a dataset of Forward reaction prediction with 1.9M reactions from USPTO patents (1976-2016). Predict the product of the given reaction. (1) Given the reactants [CH3:1][NH:2][C@H:3]([CH2:22][C:23]1[CH:28]=[CH:27][CH:26]=[CH:25][CH:24]=1)[C:4]([N:6]1[CH2:11][CH2:10][N:9]([C:12]2[C:21]3[C:16](=[CH:17][CH:18]=[CH:19][CH:20]=3)[N:15]=[CH:14][N:13]=2)[CH2:8][CH2:7]1)=[O:5].C=O.[BH-](OC(C)=O)(OC(C)=O)O[C:33](C)=O.[Na+].C([O-])(O)=O.[Na+], predict the reaction product. The product is: [CH3:1][N:2]([C@H:3]([CH2:22][C:23]1[CH:28]=[CH:27][CH:26]=[CH:25][CH:24]=1)[C:4]([N:6]1[CH2:7][CH2:8][N:9]([C:12]2[C:21]3[C:16](=[CH:17][CH:18]=[CH:19][CH:20]=3)[N:15]=[CH:14][N:13]=2)[CH2:10][CH2:11]1)=[O:5])[CH3:33]. (2) Given the reactants [Br:1][C:2]1[CH:3]=[C:4]2[C:9](=[CH:10][CH:11]=1)[C:8](=[O:12])[NH:7][CH:6]=[CH:5]2.BrC1C=C2C(=CC=1[Cl:24])C(Cl)=NC=C2, predict the reaction product. The product is: [Br:1][C:2]1[CH:3]=[C:4]2[C:9](=[CH:10][C:11]=1[Cl:24])[C:8](=[O:12])[NH:7][CH:6]=[CH:5]2. (3) Given the reactants [ClH:1].Cl.[CH2:3]([O:5][C:6](=[O:9])[CH2:7]N)[CH3:4].[N:10]([O-:12])=O.[Na+], predict the reaction product. The product is: [Cl:1][C:7](=[N:10][OH:12])[C:6]([O:5][CH2:3][CH3:4])=[O:9]. (4) Given the reactants [Cl:1][C:2]1[CH:3]=[C:4]2[C:12](=[CH:13][CH:14]=1)[NH:11][C:10]1[CH:9]=[N:8][CH:7]=[C:6]([NH:15][C:16](=[O:21])[C:17]([F:20])([F:19])[F:18])[C:5]2=1.[N:22]([O-:24])=[O:23].[Na+], predict the reaction product. The product is: [Cl:1][C:2]1[CH:3]=[C:4]2[C:12](=[C:13]([N+:22]([O-:24])=[O:23])[CH:14]=1)[NH:11][C:10]1[CH:9]=[N:8][CH:7]=[C:6]([NH:15][C:16](=[O:21])[C:17]([F:20])([F:19])[F:18])[C:5]2=1.